This data is from Peptide-MHC class II binding affinity with 134,281 pairs from IEDB. The task is: Regression. Given a peptide amino acid sequence and an MHC pseudo amino acid sequence, predict their binding affinity value. This is MHC class II binding data. The peptide sequence is RCALHWFPGSHLLHV. The MHC is DRB1_0401 with pseudo-sequence DRB1_0401. The binding affinity (normalized) is 0.339.